Regression. Given two drug SMILES strings and cell line genomic features, predict the synergy score measuring deviation from expected non-interaction effect. From a dataset of NCI-60 drug combinations with 297,098 pairs across 59 cell lines. Drug 1: C1=CC(=C2C(=C1NCCNCCO)C(=O)C3=C(C=CC(=C3C2=O)O)O)NCCNCCO. Drug 2: CC1=C(C(=CC=C1)Cl)NC(=O)C2=CN=C(S2)NC3=CC(=NC(=N3)C)N4CCN(CC4)CCO. Cell line: SF-539. Synergy scores: CSS=52.3, Synergy_ZIP=7.24, Synergy_Bliss=6.97, Synergy_Loewe=0.174, Synergy_HSA=8.96.